Dataset: Peptide-MHC class II binding affinity with 134,281 pairs from IEDB. Task: Regression. Given a peptide amino acid sequence and an MHC pseudo amino acid sequence, predict their binding affinity value. This is MHC class II binding data. The peptide sequence is MLSPMLHHWIKVEYG. The MHC is HLA-DQA10303-DQB10402 with pseudo-sequence HLA-DQA10303-DQB10402. The binding affinity (normalized) is 0.382.